From a dataset of Full USPTO retrosynthesis dataset with 1.9M reactions from patents (1976-2016). Predict the reactants needed to synthesize the given product. (1) Given the product [C:1]([O:5][C:6](=[O:7])[N:8]([CH:9]([C:10](=[O:11])[NH:12][CH:13]([C:14]([N:37]1[CH:36]([C:34](=[O:35])[NH:33][CH:23]2[C:32]3[C:27](=[CH:28][CH:29]=[CH:30][CH:31]=3)[CH2:26][CH2:25][CH2:24]2)[CH2:40][CH2:39][CH:38]1[C:41]1[CH:46]=[CH:45][CH:44]=[CH:43][CH:42]=1)=[O:16])[C:17]([CH3:20])([CH3:19])[CH3:18])[CH3:21])[CH3:22])([CH3:2])([CH3:3])[CH3:4], predict the reactants needed to synthesize it. The reactants are: [C:1]([O:5][C:6]([N:8]([CH3:22])[CH:9]([CH3:21])[C:10]([NH:12][CH:13]([C:17]([CH3:20])([CH3:19])[CH3:18])[C:14]([OH:16])=O)=[O:11])=[O:7])([CH3:4])([CH3:3])[CH3:2].[CH:23]1([NH:33][C:34]([CH:36]2[CH2:40][CH2:39][CH:38]([C:41]3[CH:46]=[CH:45][CH:44]=[CH:43][CH:42]=3)[NH:37]2)=[O:35])[C:32]2[C:27](=[CH:28][CH:29]=[CH:30][CH:31]=2)[CH2:26][CH2:25][CH2:24]1.Cl.C(N=C=NCCCN(C)C)C.O.ON1C2C=CC=CC=2N=N1.CN1CCOCC1. (2) The reactants are: [O:1]1[CH2:6][CH2:5][CH:4]([CH:7]2[C:16]3[C:11](=[CH:12][CH:13]=[CH:14][CH:15]=3)[N:10]([CH2:17][CH2:18][NH2:19])[CH2:9][CH2:8]2)[CH2:3][CH2:2]1.C=O.[C:22](O)(C(F)(F)F)=O. Given the product [O:1]1[CH2:6][CH2:5][CH:4]([CH:7]2[C:16]3[C:11]4=[C:12]([CH2:22][NH:19][CH2:18][CH2:17][N:10]4[CH2:9][CH2:8]2)[CH:13]=[CH:14][CH:15]=3)[CH2:3][CH2:2]1, predict the reactants needed to synthesize it. (3) Given the product [C:1]([N:8]1[CH2:16][CH2:15][CH:11]([CH2:12][OH:13])[CH2:10][CH2:9]1)([O:3][C:4]([CH3:7])([CH3:6])[CH3:5])=[O:2], predict the reactants needed to synthesize it. The reactants are: [C:1]([N:8]1[CH2:16][CH2:15][CH:11]([C:12](O)=[O:13])[CH2:10][CH2:9]1)([O:3][C:4]([CH3:7])([CH3:6])[CH3:5])=[O:2].B.C1COCC1. (4) Given the product [CH3:14][C:2]1([CH3:1])[CH2:13][CH2:12][C:5]2=[C:6]([C:9](=[O:11])[CH3:15])[S:7][CH:8]=[C:4]2[CH2:3]1, predict the reactants needed to synthesize it. The reactants are: [CH3:1][C:2]1([CH3:14])[CH2:13][CH2:12][C:5]2=[C:6]([C:9]([OH:11])=O)[S:7][CH:8]=[C:4]2[CH2:3]1.[CH2:15](O)C. (5) Given the product [CH2:26]([S:38][O:47][P:6]([C:4](=[O:5])[C:3]1[C:2]([CH3:1])=[CH:23][C:22]([CH3:24])=[CH:21][C:20]=1[CH3:25])([C:8](=[O:18])[C:9]1[C:10]([CH3:17])=[CH:11][C:12]([CH3:16])=[CH:13][C:14]=1[CH3:15])=[O:7])[CH2:27][CH2:28][CH2:29][CH2:30][CH2:31][CH2:32][CH2:33][CH2:34][CH2:35][CH2:36][CH3:37], predict the reactants needed to synthesize it. The reactants are: [CH3:1][C:2]1[CH:23]=[C:22]([CH3:24])[CH:21]=[C:20]([CH3:25])[C:3]=1[C:4]([P:6](Cl)([C:8](=[O:18])[C:9]1[C:14]([CH3:15])=[CH:13][C:12]([CH3:16])=[CH:11][C:10]=1[CH3:17])=[O:7])=[O:5].[CH2:26]([SH:38])[CH2:27][CH2:28][CH2:29][CH2:30][CH2:31][CH2:32][CH2:33][CH2:34][CH2:35][CH2:36][CH3:37].C(N(CC)CC)C.[PH2](Cl)=[O:47]. (6) The reactants are: Cl.Cl.[NH2:3][CH2:4][C@@:5]1([OH:13])[CH:10]2[CH2:11][CH2:12][N:7]([CH2:8][CH2:9]2)[CH2:6]1.C([O-])([O-])=O.[Cs+].[Cs+].[Br:20][C:21]1[CH:30]=[C:29]2[C:24]([CH:25]=[C:26]([N:31]=[C:32]=S)[N:27]=[CH:28]2)=[CH:23][CH:22]=1.C(N=C=NC(C)C)(C)C. Given the product [Br:20][C:21]1[CH:30]=[C:29]2[C:24]([CH:25]=[C:26]([NH:31][C:32]3[O:13][C@:5]4([CH2:4][N:3]=3)[CH:10]3[CH2:9][CH2:8][N:7]([CH2:12][CH2:11]3)[CH2:6]4)[N:27]=[CH:28]2)=[CH:23][CH:22]=1, predict the reactants needed to synthesize it.